The task is: Binary Classification. Given a miRNA mature sequence and a target amino acid sequence, predict their likelihood of interaction.. This data is from Experimentally validated miRNA-target interactions with 360,000+ pairs, plus equal number of negative samples. (1) The miRNA is dme-miR-13a-3p with sequence UAUCACAGCCAUUUUGAUGAGU. The protein sequence of the target gene is MVRGAGPGPSLSALSHPTGASGMAAAEGPGYLVSPQAEKHRRARNWTDAEMRGLMLVWEEFFDELKQTKRNAKVYEKMASKLFEMTGERRLGEEIKIKITNMTFQYRKLKCMTDSESAPPDWPYYLAIDGILAKVPESCDGKLPDSQPPGPSTSQTEASLSPPAKSTPLYFPYNQCSYEGRFEDDRSDSSSSLLSLKFRSEERPVKKRKVQSCHLQKKQLRLLEAMVEEQRRLSRAVEETCREVRRVLDQQHILQVQSLQLQERMMSLLERIITKSSV. Result: 0 (no interaction). (2) The miRNA is hsa-miR-1266-3p with sequence CCCUGUUCUAUGCCCUGAGGGA. The protein sequence of the target gene is MDTPLRRSRRLEGLKPLSPENLPVPEVSRAKRALVDFKSNSEETGELKSTRVPPLSLPSPGPQPETSPGSPCPPLSLPSPGPQPETSPGSPCPPLSLPSPGPQPETSPGSPCPPLSLPSPGPQPETSPGSPCPPLSLPSPGPQPEASPGSPGPRQDADDGSPQRQPEPHPGSLQPHQDLGLESPAGQTESSPESPQREQPSKLPPPQGELDSEAAHAKEEVIPGSPEPCPGQQAPGPEPSQPAQELTVQAPSSPERQLEPGKLPPAGETVTESLNLKKRVIASPQAPASKKLKEKEELPV.... Result: 0 (no interaction).